This data is from Cav3 T-type calcium channel HTS with 100,875 compounds. The task is: Binary Classification. Given a drug SMILES string, predict its activity (active/inactive) in a high-throughput screening assay against a specified biological target. (1) The drug is Clc1cc2/C(=c3\n([nH]nn3)c3ccccc3)C=Nc2cc1. The result is 0 (inactive). (2) The compound is s1c(nn2c1nnc2C)c1cc(NC(=O)c2cccnc2)c(cc1)C. The result is 0 (inactive).